Dataset: Catalyst prediction with 721,799 reactions and 888 catalyst types from USPTO. Task: Predict which catalyst facilitates the given reaction. (1) Reactant: [O:1]=[C:2]1[CH2:6][CH2:5][CH2:4][CH:3]1[CH2:7][C:8]([O:10]CC)=O.[NH2:13][C@@H:14]([C:17]1[CH:22]=[CH:21][CH:20]=[CH:19][CH:18]=1)[CH2:15]O. Product: [C:17]1([C@@H:14]2[CH2:15][O:1][C@@:2]34[CH2:6][CH2:5][CH2:4][C@@H:3]3[CH2:7][C:8](=[O:10])[N:13]24)[CH:22]=[CH:21][CH:20]=[CH:19][CH:18]=1. The catalyst class is: 11. (2) Reactant: [CH:1]1([N:7]2[C:12]([OH:13])=[C:11]([C:14]([NH:16][CH2:17][C:18]([O:20]CC)=[O:19])=[O:15])[C:10](=[O:23])[NH:9][C:8]2=[O:24])[CH2:6][CH2:5][CH2:4][CH2:3][CH2:2]1.C(=O)([O-])[O-].[K+].[K+].[F:31][C:32]([F:42])([F:41])[C:33]1[CH:40]=[CH:39][C:36]([CH2:37]Br)=[CH:35][CH:34]=1.Cl. Product: [CH:1]1([N:7]2[C:12]([OH:13])=[C:11]([C:14]([NH:16][CH2:17][C:18]([OH:20])=[O:19])=[O:15])[C:10](=[O:23])[N:9]([CH2:37][C:36]3[CH:35]=[CH:34][C:33]([C:32]([F:31])([F:41])[F:42])=[CH:40][CH:39]=3)[C:8]2=[O:24])[CH2:6][CH2:5][CH2:4][CH2:3][CH2:2]1. The catalyst class is: 44. (3) Reactant: [CH2:1]([O:8][C:9]1[CH:14]=[CH:13][C:12]([C:15]2[CH:20]=[C:19]([C:21]([OH:23])=[O:22])[CH:18]=[C:17]([C:24]([OH:26])=[O:25])[CH:16]=2)=[CH:11][CH:10]=1)[C:2]1[CH:7]=[CH:6][CH:5]=[CH:4][CH:3]=1.[C:27](=[O:30])([O-])[O-].[K+].[K+].Br[CH:34]([CH3:44])[CH2:35][O:36][CH2:37][C:38]1[CH:43]=[CH:42][CH:41]=[CH:40][CH:39]=1. Product: [CH2:37]([O:36][CH2:35][CH2:34][CH2:44][O:22][C:21]([C:19]1[CH:20]=[C:15]([C:12]2[CH:11]=[CH:10][C:9]([O:8][CH2:1][C:2]3[CH:7]=[CH:6][CH:5]=[CH:4][CH:3]=3)=[CH:14][CH:13]=2)[CH:16]=[C:17]([C:24]([O:26][CH2:10][CH2:9][CH2:14][O:30][CH2:27][C:2]2[CH:7]=[CH:6][CH:5]=[CH:4][CH:3]=2)=[O:25])[CH:18]=1)=[O:23])[C:38]1[CH:43]=[CH:42][CH:41]=[CH:40][CH:39]=1. The catalyst class is: 3. (4) Reactant: [O:1]=[C:2]([CH2:8][CH2:9][CH2:10][CH2:11][CH3:12])[C:3]([O:5][CH2:6][CH3:7])=[O:4].[Br:13]Br.O.C(Cl)Cl. Product: [Br:13][CH:8]([CH2:9][CH2:10][CH2:11][CH3:12])[C:2](=[O:1])[C:3]([O:5][CH2:6][CH3:7])=[O:4]. The catalyst class is: 52. (5) The catalyst class is: 75. Product: [CH3:17][C:18]1([CH3:34])[C:22]([CH3:24])([CH3:23])[O:21][B:20]([C:2]2[CH:3]=[CH:4][C:5]3[O:9][CH:8]=[C:7]([CH3:10])[C:6]=3[CH:11]=2)[O:19]1. Reactant: Br[C:2]1[CH:3]=[CH:4][C:5]2[O:9][CH:8]=[C:7]([CH3:10])[C:6]=2[CH:11]=1.CC([O-])=O.[K+].[CH3:17][C:18]1([CH3:34])[C:22]([CH3:24])([CH3:23])[O:21][B:20]([B:20]2[O:21][C:22]([CH3:24])([CH3:23])[C:18]([CH3:34])([CH3:17])[O:19]2)[O:19]1. (6) Reactant: [Cl:1][C:2]1[C:3]([C:9]#[N:10])=[N:4][CH:5]=[C:6](Cl)[N:7]=1.Cl.Cl.[F:13][C:14]1([F:22])[CH2:19][CH2:18][CH2:17][C@@H:16]([NH2:20])[C@H:15]1[NH2:21].CCN(C(C)C)C(C)C.O. Product: [NH2:21][C@H:15]1[C:14]([F:22])([F:13])[CH2:19][CH2:18][CH2:17][C@H:16]1[NH:20][C:6]1[N:7]=[C:2]([Cl:1])[C:3]([C:9]#[N:10])=[N:4][CH:5]=1. The catalyst class is: 31. (7) Reactant: [C:1]([C:5](Cl)=[O:6])([CH3:4])([CH3:3])[CH3:2].[NH2:8][C:9]1[CH:15]=[C:14]([N+:16]([O-:18])=[O:17])[CH:13]=[CH:12][C:10]=1[NH2:11].N1C=CC=CC=1. Product: [NH2:11][C:10]1[CH:12]=[CH:13][C:14]([N+:16]([O-:18])=[O:17])=[CH:15][C:9]=1[NH:8][C:5](=[O:6])[C:1]([CH3:4])([CH3:3])[CH3:2]. The catalyst class is: 2. (8) Reactant: [CH3:1][C:2]1[CH:3]=[CH:4][C:5]([NH2:8])=[N:6][CH:7]=1.[F:9][C:10]1[CH:17]=[CH:16][C:13]([CH:14]=O)=[CH:12][CH:11]=1.[N+:18](C(C)(C)C)#[C-:19]. Product: [F:9][C:10]1[CH:17]=[CH:16][C:13]([C:14]2[N:8]=[C:5]3[CH:4]=[CH:3][C:2]([CH3:1])=[CH:7][N:6]3[C:19]=2[NH2:18])=[CH:12][CH:11]=1. The catalyst class is: 5. (9) Reactant: C[O:2][C:3](=[O:38])[CH2:4][C@@H:5]([N:13]1[C:17]2=[N:18][C:19]([C:22]#[N:23])=[CH:20][CH:21]=[C:16]2[N:15]([CH2:24][C:25]2[C:33]3[C:28](=[CH:29][C:30]([CH3:35])=[CH:31][C:32]=3[CH3:34])[N:27]([CH3:36])[CH:26]=2)[C:14]1=[O:37])[C:6]1[CH:11]=[CH:10][C:9]([F:12])=[CH:8][CH:7]=1.O.[OH-].[Li+].C(O)(=[O:44])C. Product: [C:22]([C:19]1[N:18]=[C:17]2[N:13]([C@@H:5]([C:6]3[CH:11]=[CH:10][C:9]([F:12])=[CH:8][CH:7]=3)[CH2:4][C:3]([OH:2])=[O:38])[C:14](=[O:37])[N:15]([CH2:24][C:25]3[C:33]4[C:28](=[CH:29][C:30]([CH3:35])=[CH:31][C:32]=4[CH3:34])[N:27]([CH3:36])[CH:26]=3)[C:16]2=[CH:21][CH:20]=1)(=[O:44])[NH2:23]. The catalyst class is: 38. (10) Reactant: [C:1]([C:5]1[CH:10]=[C:9](Br)[C:8]([N+:12]([O-])=O)=[CH:7][C:6]=1[OH:15])([CH3:4])([CH3:3])[CH3:2].[CH2:16]([O:18][C:19]1[CH:20]=[C:21](B(O)O)[CH:22]=[CH:23][CH:24]=1)[CH3:17]. Product: [C:1]([C:5]1[CH:10]=[C:9]([C:23]2[CH:22]=[CH:21][CH:20]=[C:19]([O:18][CH2:16][CH3:17])[CH:24]=2)[C:8]([NH2:12])=[CH:7][C:6]=1[OH:15])([CH3:4])([CH3:3])[CH3:2]. The catalyst class is: 23.